From a dataset of hERG Central: cardiac toxicity at 1µM, 10µM, and general inhibition. Predict hERG channel inhibition at various concentrations. The drug is CC1CCCCN1CCNC(=O)c1cc2c(-c3ccccc3F)nn(C)c2s1. Results: hERG_inhib (hERG inhibition (general)): blocker.